This data is from Catalyst prediction with 721,799 reactions and 888 catalyst types from USPTO. The task is: Predict which catalyst facilitates the given reaction. (1) Reactant: [S:1]1[CH:5]=[CH:4][N:3]=[CH:2]1.[CH2:6]([Br:15])[C:7]([C:9]1[CH:14]=[CH:13][CH:12]=[CH:11][CH:10]=1)=[O:8]. Product: [Br-:15].[CH2:6]([C:2]1[S:1][CH:5]=[CH:4][NH+:3]=1)[C:7]([C:9]1[CH:14]=[CH:13][CH:12]=[CH:11][CH:10]=1)=[O:8]. The catalyst class is: 8. (2) Reactant: Br[C:2]1[CH:3]=[C:4]2[C:8](=[CH:9][CH:10]=1)[N:7]([C:11](=[O:16])[CH2:12][N:13]([CH3:15])[CH3:14])[CH2:6][CH2:5]2.C([O-])(=O)C.[K+].[B:22]1([B:22]2[O:26][C:25]([CH3:28])([CH3:27])[C:24]([CH3:30])([CH3:29])[O:23]2)[O:26][C:25]([CH3:28])([CH3:27])[C:24]([CH3:30])([CH3:29])[O:23]1.ClCCl. Product: [CH3:14][N:13]([CH3:15])[CH2:12][C:11]([N:7]1[C:8]2[C:4](=[CH:3][C:2]([B:22]3[O:26][C:25]([CH3:28])([CH3:27])[C:24]([CH3:30])([CH3:29])[O:23]3)=[CH:10][CH:9]=2)[CH2:5][CH2:6]1)=[O:16]. The catalyst class is: 16. (3) Reactant: Cl.[CH2:2]([O:4][C:5]([C@@H:7]1[CH2:12][CH2:11][CH2:10][CH2:9][C@@H:8]1[NH2:13])=[O:6])[CH3:3]. Product: [CH2:2]([O:4][C:5]([C@@H:7]1[CH2:12][CH2:11][CH2:10][CH2:9][C@@H:8]1[NH2:13])=[O:6])[CH3:3]. The catalyst class is: 74. (4) Reactant: Br.[Cl:2][C:3]1[CH:4]=[C:5]([NH:10][C:11](=[O:18])[CH2:12][NH:13][CH2:14][CH:15]([CH3:17])[CH3:16])[CH:6]=[CH:7][C:8]=1[Cl:9].[CH3:19][O:20][C:21]1[CH:29]=[CH:28][C:24]([C:25](Cl)=[O:26])=[CH:23][CH:22]=1.O. Product: [Cl:2][C:3]1[CH:4]=[C:5]([NH:10][C:11]([CH2:12][N:13]([CH2:14][CH:15]([CH3:17])[CH3:16])[C:25](=[O:26])[C:24]2[CH:28]=[CH:29][C:21]([O:20][CH3:19])=[CH:22][CH:23]=2)=[O:18])[CH:6]=[CH:7][C:8]=1[Cl:9]. The catalyst class is: 531. (5) Reactant: [CH3:1][N:2]1[CH2:15][CH2:14][C:13]2[C:12]3[CH:11]=[C:10]([CH3:16])[CH:9]=[CH:8][C:7]=3[NH:6][C:5]=2[CH2:4][CH2:3]1.N1CCC[C@H]1C(O)=O.[O-]P([O-])([O-])=O.[K+].[K+].[K+].Cl[CH2:34][C:35]([NH:37][CH:38]1[CH2:43][CH2:42][CH2:41][CH2:40][CH2:39]1)=[O:36].C(O)(=O)C(O)=O. Product: [CH:38]1([NH:37][C:35](=[O:36])[CH2:34][N:6]2[C:7]3[CH:8]=[CH:9][C:10]([CH3:16])=[CH:11][C:12]=3[C:13]3[CH2:14][CH2:15][N:2]([CH3:1])[CH2:3][CH2:4][C:5]2=3)[CH2:43][CH2:42][CH2:41][CH2:40][CH2:39]1. The catalyst class is: 471. (6) Reactant: [N+:1]([C:4]1[C:13]2[C:8](=[CH:9][CH:10]=[CH:11][CH:12]=2)[N+:7]([O-])=[CH:6][CH:5]=1)([O-:3])=[O:2].P(Br)(Br)[Br:16].P(Br)(Br)(Br)=O.[OH-].[Na+]. Product: [Br:16][C:6]1[CH:5]=[C:4]([N+:1]([O-:3])=[O:2])[C:13]2[C:8](=[CH:9][CH:10]=[CH:11][CH:12]=2)[N:7]=1. The catalyst class is: 22. (7) Reactant: [NH2:1][CH2:2][CH:3]([C:5]([OH:7])=[O:6])[OH:4].C([O-])([O-])=O.[K+].[K+].C([O-])(O)=O.[Na+].[C:19](O[C:19]([O:21][C:22]([CH3:25])([CH3:24])[CH3:23])=[O:20])([O:21][C:22]([CH3:25])([CH3:24])[CH3:23])=[O:20]. Product: [C:22]([O:21][C:19]([NH:1][CH2:2][CH:3]([OH:4])[C:5]([OH:7])=[O:6])=[O:20])([CH3:25])([CH3:24])[CH3:23]. The catalyst class is: 38.